Dataset: Full USPTO retrosynthesis dataset with 1.9M reactions from patents (1976-2016). Task: Predict the reactants needed to synthesize the given product. (1) Given the product [CH:13]([O:12][C:6]1[CH:5]=[CH:4][C:3]([C:1]#[N:2])=[CH:11][C:7]=1[C:8]([N:30]1[CH2:31][CH2:32][N:27]([C:25]2[S:24][N:23]=[C:22]([C:16]3[CH:21]=[CH:20][CH:19]=[CH:18][CH:17]=3)[N:26]=2)[CH2:28][CH2:29]1)=[O:10])([CH3:15])[CH3:14], predict the reactants needed to synthesize it. The reactants are: [C:1]([C:3]1[CH:4]=[CH:5][C:6]([O:12][CH:13]([CH3:15])[CH3:14])=[C:7]([CH:11]=1)[C:8]([OH:10])=O)#[N:2].[C:16]1([C:22]2[N:26]=[C:25]([N:27]3[CH2:32][CH2:31][NH:30][CH2:29][CH2:28]3)[S:24][N:23]=2)[CH:21]=[CH:20][CH:19]=[CH:18][CH:17]=1. (2) Given the product [Cl:6][C:7]1[N:12]=[CH:11][C:10]([NH:13][C:14](=[O:20])[O:15][C:16]([CH3:17])([CH3:19])[CH3:18])=[C:9]([I:29])[CH:8]=1, predict the reactants needed to synthesize it. The reactants are: C([Li])CCC.[Cl:6][C:7]1[N:12]=[CH:11][C:10]([NH:13][C:14](=[O:20])[O:15][C:16]([CH3:19])([CH3:18])[CH3:17])=[CH:9][CH:8]=1.CN(C)CCN(C)C.[I:29]I.[Cl-].[NH4+].